Dataset: Reaction yield outcomes from USPTO patents with 853,638 reactions. Task: Predict the reaction yield, written as a fraction of the theoretical maximum amount of product (1.0 means a 100% yield; for example, 0.34 means a 34% yield). (1) The reactants are [Cl:1][C:2]1[CH:10]=[CH:9][C:5]([C:6](O)=[O:7])=[CH:4][N:3]=1.Cl.[CH3:12]OCN.C(Cl)CCl.C1C=C[C:23]2[N:28]([OH:29])N=NC=2C=1. The catalyst is C(#N)C. The product is [Cl:1][C:2]1[CH:10]=[CH:9][C:5]([C:6]([N:28]([O:29][CH3:12])[CH3:23])=[O:7])=[CH:4][N:3]=1. The yield is 0.930. (2) The reactants are [CH2:1]([N:8]([C:15]1[CH:20]=[C:19]([Cl:21])[CH:18]=[C:17]([Cl:22])[CH:16]=1)/[C:9](/SC)=[N:10]/[C:11]#[N:12])[C:2]1[CH:7]=[CH:6][CH:5]=[CH:4][CH:3]=1.[NH2:23][NH2:24]. The catalyst is C(O)C. The product is [CH2:1]([N:8]([C:15]1[CH:16]=[C:17]([Cl:22])[CH:18]=[C:19]([Cl:21])[CH:20]=1)[C:9]1[N:10]=[C:11]([NH2:12])[NH:24][N:23]=1)[C:2]1[CH:7]=[CH:6][CH:5]=[CH:4][CH:3]=1. The yield is 0.720. (3) The reactants are Cl.C(O[C:5]([C:7]1[CH:8]=[C:9]2[C:13](=[CH:14][CH:15]=1)[NH:12][N:11]=[C:10]2[C:16]1[CH:25]=[CH:24][C:23]2[C:18](=[CH:19][CH:20]=[C:21]([O:26][CH2:27][CH2:28][N:29]3[CH2:34]C[CH2:32][CH2:31][CH2:30]3)[CH:22]=2)[CH:17]=1)=[NH:6])C.[CH3:35][CH:36]([CH3:42])[CH2:37][C:38]([NH:40][NH2:41])=O.C(N(CC)CC)C. The catalyst is CO. The product is [CH2:37]([C:38]1[NH:40][N:41]=[C:5]([C:7]2[CH:8]=[C:9]3[C:13](=[CH:14][CH:15]=2)[NH:12][N:11]=[C:10]3[C:16]2[CH:25]=[CH:24][C:23]3[C:18](=[CH:19][CH:20]=[C:21]([O:26][CH2:27][CH2:28][N:29]4[CH2:34][CH2:32][CH2:31][CH2:30]4)[CH:22]=3)[CH:17]=2)[N:6]=1)[CH:36]([CH3:42])[CH3:35]. The yield is 0.280. (4) The reactants are [OH:1][C:2]1[CH:11]=[CH:10][C:5]([C:6]([O:8][CH3:9])=[O:7])=[CH:4][CH:3]=1.C([O-])([O-])=O.[K+].[K+].[CH2:18]([O:25][C:26]1[CH:33]=[CH:32][CH:31]=[CH:30][C:27]=1[CH2:28]Br)[C:19]1[CH:24]=[CH:23][CH:22]=[CH:21][CH:20]=1. The catalyst is CN(C=O)C. The product is [CH2:18]([O:25][C:26]1[CH:33]=[CH:32][CH:31]=[CH:30][C:27]=1[CH2:28][O:1][C:2]1[CH:3]=[CH:4][C:5]([C:6]([O:8][CH3:9])=[O:7])=[CH:10][CH:11]=1)[C:19]1[CH:20]=[CH:21][CH:22]=[CH:23][CH:24]=1. The yield is 0.880. (5) The catalyst is O1CCOCC1. The yield is 0.180. The product is [O:43]1[CH2:42][CH2:41][CH:40]([O:39][C:36]2[C:37]3[N:38]=[C:29]([C:9]4[CH:10]=[C:11]([NH:15][S:16]([C:19]5[CH:24]=[CH:23][C:22]([F:25])=[CH:21][C:20]=5[F:26])(=[O:17])=[O:18])[CH:12]=[N:13][CH:14]=4)[CH:30]=[CH:31][C:32]=3[N:33]=[CH:34][N:35]=2)[CH2:45][CH2:44]1. The reactants are CC1(C)C(C)(C)OB([C:9]2[CH:10]=[C:11]([NH:15][S:16]([C:19]3[CH:24]=[CH:23][C:22]([F:25])=[CH:21][C:20]=3[F:26])(=[O:18])=[O:17])[CH:12]=[N:13][CH:14]=2)O1.Cl[C:29]1[CH:30]=[CH:31][C:32]2[N:33]=[CH:34][N:35]=[C:36]([O:39][CH:40]3[CH2:45][CH2:44][O:43][CH2:42][CH2:41]3)[C:37]=2[N:38]=1.C(=O)(O)[O-].[Na+]. (6) The reactants are Cl[C:2]1[N:7]=[N:6][C:5]([N:8]2[CH2:13][CH2:12][CH:11]([NH:14][C:15](=[O:21])[O:16][C:17]([CH3:20])([CH3:19])[CH3:18])[CH2:10][CH2:9]2)=[CH:4][CH:3]=1.[Na].[CH3:23][OH:24]. The catalyst is O. The product is [CH3:23][O:24][C:2]1[N:7]=[N:6][C:5]([N:8]2[CH2:13][CH2:12][CH:11]([NH:14][C:15](=[O:21])[O:16][C:17]([CH3:20])([CH3:19])[CH3:18])[CH2:10][CH2:9]2)=[CH:4][CH:3]=1. The yield is 0.750. (7) The reactants are [F:1][C:2]([F:22])([F:21])[C:3]1[CH:4]=[C:5]([CH:18]=[CH:19][CH:20]=1)[O:6][C:7]1[CH:12]=[CH:11][C:10]([CH2:13][CH2:14][C:15](=[NH:17])[NH2:16])=[CH:9][CH:8]=1.[OH:23][CH:24]=[C:25]([CH2:30][CH3:31])[C:26](OC)=O.C([O-])(=O)C.[K+]. The catalyst is C1COCC1. The product is [CH2:30]([C:25]1[C:24](=[O:23])[N:17]=[C:15]([CH2:14][CH2:13][C:10]2[CH:9]=[CH:8][C:7]([O:6][C:5]3[CH:18]=[CH:19][CH:20]=[C:3]([C:2]([F:21])([F:22])[F:1])[CH:4]=3)=[CH:12][CH:11]=2)[NH:16][CH:26]=1)[CH3:31]. The yield is 0.163. (8) The reactants are C(OC([N:8]([CH2:41][C:42]([O:44]C(C)(C)C)=[O:43])[C:9]1[CH:14]=[CH:13][CH:12]=[C:11]([CH:15]([CH2:26][C:27]2[CH:32]=[CH:31][C:30]([C:33]([CH3:39])([CH3:38])[CH2:34][CH2:35][CH2:36][CH3:37])=[CH:29][C:28]=2[F:40])[NH:16][S:17]([C:20]2[CH:25]=[CH:24][CH:23]=[CH:22][N:21]=2)(=[O:19])=[O:18])[N:10]=1)=O)(C)(C)C.Cl.O1CCOCC1. The catalyst is C(Cl)Cl. The product is [F:40][C:28]1[CH:29]=[C:30]([C:33]([CH3:38])([CH3:39])[CH2:34][CH2:35][CH2:36][CH3:37])[CH:31]=[CH:32][C:27]=1[CH2:26][CH:15]([NH:16][S:17]([C:20]1[CH:25]=[CH:24][CH:23]=[CH:22][N:21]=1)(=[O:18])=[O:19])[C:11]1[N:10]=[C:9]([NH:8][CH2:41][C:42]([OH:44])=[O:43])[CH:14]=[CH:13][CH:12]=1. The yield is 0.740. (9) The reactants are [C:1](#[N:9])[CH2:2][CH2:3][CH2:4][CH2:5][CH2:6][C:7]#[N:8].CC([O-])(C)C.[K+]. The catalyst is O. The product is [NH2:8][C:7]1[CH2:6][CH2:5][CH2:4][CH2:3][C:2]=1[C:1]#[N:9]. The yield is 0.750.